Task: Predict the product of the given reaction.. Dataset: Forward reaction prediction with 1.9M reactions from USPTO patents (1976-2016) (1) The product is: [CH3:1][O:2][CH2:3][CH2:4][N:5]([CH3:61])[C:6]([N:8]1[CH2:13][CH2:12][N:11]([CH2:14][CH2:15][N:16]([CH3:60])[C:17](=[O:59])[C:18]2[CH:58]=[CH:57][CH:56]=[C:20]([C:21]([NH:23][C:24]3[CH:29]=[CH:28][C:27]([N:30]4[CH2:31][CH2:32][CH2:33][CH2:34][CH2:35]4)=[CH:26][C:25]=3[C:36]3[CH:41]=[C:40]([C:42](=[O:55])[NH:43][CH2:44][C:45]4[CH:50]=[CH:49][CH:48]=[C:47]([C:51]([F:52])([F:53])[F:54])[CH:46]=4)[CH:39]=[CH:38][N:37]=3)=[O:22])[CH:19]=2)[CH2:10][CH2:9]1)=[O:7]. Given the reactants [CH3:1][O:2][CH2:3][CH2:4][NH:5][C:6]([N:8]1[CH2:13][CH2:12][N:11]([CH2:14][CH2:15][N:16]([CH3:60])[C:17](=[O:59])[C:18]2[CH:58]=[CH:57][CH:56]=[C:20]([C:21]([NH:23][C:24]3[CH:29]=[CH:28][C:27]([N:30]4[CH2:35][CH2:34][CH2:33][CH2:32][CH2:31]4)=[CH:26][C:25]=3[C:36]3[CH:41]=[C:40]([C:42](=[O:55])[NH:43][CH2:44][C:45]4[CH:50]=[CH:49][CH:48]=[C:47]([C:51]([F:54])([F:53])[F:52])[CH:46]=4)[CH:39]=[CH:38][N:37]=3)=[O:22])[CH:19]=2)[CH2:10][CH2:9]1)=[O:7].[CH3:61]OC(NC)C, predict the reaction product. (2) Given the reactants [F:1][C:2]1[CH:7]=[CH:6][C:5]([F:8])=[CH:4][C:3]=1[CH:9]([S:20]([C:23]1[CH:28]=[CH:27][C:26]([F:29])=[CH:25][CH:24]=1)(=[O:22])=[O:21])[C:10]1[C:11]([CH3:19])=[CH:12][C:13]([C:16](O)=[O:17])=[N:14][CH:15]=1.Cl.[CH2:31]([O:33][C:34](=[O:38])[CH2:35][CH2:36][NH2:37])[CH3:32].ON1C2C=CC=CC=2N=N1.Cl.C(N=C=NCCCN(C)C)C.CN1CCOCC1, predict the reaction product. The product is: [CH2:31]([O:33][C:34](=[O:38])[CH2:35][CH2:36][NH:37][C:16]([C:13]1[CH:12]=[C:11]([CH3:19])[C:10]([CH:9]([C:3]2[CH:4]=[C:5]([F:8])[CH:6]=[CH:7][C:2]=2[F:1])[S:20]([C:23]2[CH:28]=[CH:27][C:26]([F:29])=[CH:25][CH:24]=2)(=[O:21])=[O:22])=[CH:15][N:14]=1)=[O:17])[CH3:32].